Task: Predict the product of the given reaction.. Dataset: Forward reaction prediction with 1.9M reactions from USPTO patents (1976-2016) (1) Given the reactants [N:1]1[CH:6]=[CH:5][C:4]([C:7]2[N:11]3[N:12]=[C:13]([NH:16][C@H:17]4[CH2:22][CH2:21][C@H:20]([OH:23])[CH2:19][CH2:18]4)[CH:14]=[CH:15][C:10]3=[N:9][CH:8]=2)=[CH:3][CH:2]=1.CC(OI1(OC(C)=O)(OC(C)=O)OC(=O)C2C=CC=CC1=2)=O.C([O-])(O)=O.[Na+], predict the reaction product. The product is: [N:1]1[CH:6]=[CH:5][C:4]([C:7]2[N:11]3[N:12]=[C:13]([NH:16][CH:17]4[CH2:18][CH2:19][C:20](=[O:23])[CH2:21][CH2:22]4)[CH:14]=[CH:15][C:10]3=[N:9][CH:8]=2)=[CH:3][CH:2]=1. (2) Given the reactants [CH3:1][C:2]1[N:6]([CH:7]([CH3:9])[CH3:8])[C:5]([C:10]2[CH:15]=[CH:14][N:13]=[C:12]([NH:16][C@H:17]3[CH2:22][CH2:21][CH2:20][NH:19][CH2:18]3)[N:11]=2)=[CH:4][N:3]=1.[S:23](Cl)([CH3:26])(=[O:25])=[O:24].C([O-])(O)=O.[Na+], predict the reaction product. The product is: [CH3:1][C:2]1[N:6]([CH:7]([CH3:9])[CH3:8])[C:5]([C:10]2[CH:15]=[CH:14][N:13]=[C:12]([NH:16][C@H:17]3[CH2:22][CH2:21][CH2:20][N:19]([S:23]([CH3:26])(=[O:25])=[O:24])[CH2:18]3)[N:11]=2)=[CH:4][N:3]=1. (3) Given the reactants [CH3:1][N:2]1[C:6]2=[N:7][CH:8]=[CH:9][CH:10]=[C:5]2[N:4]=[C:3]1S(C)(=O)=O.[OH:15][C:16]1[CH:21]=[CH:20][C:19]([N:22]2[C:26]3=[N:27][CH:28]=[CH:29][CH:30]=[C:25]3[C:24]([CH3:32])([CH3:31])[C:23]2=[O:33])=[CH:18][CH:17]=1.[H-].[Na+], predict the reaction product. The product is: [CH3:31][C:24]1([CH3:32])[C:25]2[C:26](=[N:27][CH:28]=[CH:29][CH:30]=2)[N:22]([C:19]2[CH:20]=[CH:21][C:16]([O:15][C:3]3[N:2]([CH3:1])[C:6]4=[N:7][CH:8]=[CH:9][CH:10]=[C:5]4[N:4]=3)=[CH:17][CH:18]=2)[C:23]1=[O:33]. (4) Given the reactants [OH:1][C:2]1[C:3](=[O:18])[N:4](C)[C:5]2[C:10]([C:11]=1[C:12]([O:14][CH2:15][CH3:16])=[O:13])=[CH:9][CH:8]=[CH:7][CH:6]=2.[F:19][C:20]([F:40])([F:39])[O:21]C1C=CC(N2C3C(=CC=CC=3)C(=O)C2=O)=CC=1, predict the reaction product. The product is: [OH:1][C:2]1[C:3](=[O:18])[NH:4][C:5]2[C:10]([C:11]=1[C:12]([O:14][CH2:15][CH3:16])=[O:13])=[CH:9][C:8]([O:21][C:20]([F:40])([F:39])[F:19])=[CH:7][CH:6]=2. (5) Given the reactants [CH3:1][C:2]([NH:16]C(=O)OC(C)(C)C)([CH3:15])[CH2:3][CH2:4][N:5]1[C:9]2[CH:10]=[CH:11][CH:12]=[CH:13][C:8]=2[O:7][C:6]1=[O:14].O1C2C=CC=CC=2NC1=O.[H-].[Na+].NCCC(NC(=O)OC(C)(C)C)(C)C.C(=O)([O-])O.[Na+], predict the reaction product. The product is: [NH2:16][C:2]([CH3:15])([CH3:1])[CH2:3][CH2:4][N:5]1[C:9]2[CH:10]=[CH:11][CH:12]=[CH:13][C:8]=2[O:7][C:6]1=[O:14]. (6) Given the reactants [F:1][C:2]([F:14])([F:13])[C:3]([NH:5][C:6]1[CH:11]=[CH:10][CH:9]=[CH:8][C:7]=1[CH3:12])=[O:4].[Br:15][CH2:16][C:17](Br)=[O:18].[Al+3].[Cl-].[Cl-].[Cl-], predict the reaction product. The product is: [Br:15][CH2:16][C:17]([C:9]1[CH:10]=[CH:11][C:6]([NH:5][C:3](=[O:4])[C:2]([F:13])([F:14])[F:1])=[C:7]([CH3:12])[CH:8]=1)=[O:18]. (7) Given the reactants [F:1][C@H:2]1[C@@H:7]([O:8][CH3:9])[CH2:6][CH2:5][N:4]([C:10]2[N:15]=[C:14]([NH:16][C:17]3[N:22]=[CH:21][C:20]4[C:23]([C:29]5[NH:33][N:32]=[CH:31][C:30]=5[CH3:34])=[CH:24][N:25]([CH:26]([CH3:28])[CH3:27])[C:19]=4[CH:18]=3)[CH:13]=[CH:12][N:11]=2)[CH2:3]1.Br[CH2:36][CH2:37][OH:38].C(=O)([O-])[O-].[Cs+].[Cs+].CN(C)C=O, predict the reaction product. The product is: [F:1][C@H:2]1[C@@H:7]([O:8][CH3:9])[CH2:6][CH2:5][N:4]([C:10]2[N:15]=[C:14]([NH:16][C:17]3[N:22]=[CH:21][C:20]4[C:23]([C:29]5[C:30]([CH3:34])=[CH:31][N:32]([CH2:36][CH2:37][OH:38])[N:33]=5)=[CH:24][N:25]([CH:26]([CH3:28])[CH3:27])[C:19]=4[CH:18]=3)[CH:13]=[CH:12][N:11]=2)[CH2:3]1. (8) Given the reactants [CH:1]([C:3]1[S:7][C:6](/[CH:8]=[CH:9]/[C:10]([NH:12][CH:13]([C:18]2[CH:23]=[CH:22][CH:21]=[C:20]([C:24]([F:27])([F:26])[F:25])[CH:19]=2)[C:14]([F:17])([F:16])[F:15])=[O:11])=[CH:5][C:4]=1[CH3:28])=[O:2].[BH4-].[Na+], predict the reaction product. The product is: [OH:2][CH2:1][C:3]1[S:7][C:6](/[CH:8]=[CH:9]/[C:10]([NH:12][CH:13]([C:18]2[CH:23]=[CH:22][CH:21]=[C:20]([C:24]([F:27])([F:25])[F:26])[CH:19]=2)[C:14]([F:15])([F:16])[F:17])=[O:11])=[CH:5][C:4]=1[CH3:28].